Dataset: Forward reaction prediction with 1.9M reactions from USPTO patents (1976-2016). Task: Predict the product of the given reaction. Given the reactants [Br:1][C:2]1[CH:3]=[CH:4][C:5]([OH:11])=[C:6]([CH:10]=1)[C:7]([NH2:9])=O.[BH4-].[Na+].II, predict the reaction product. The product is: [NH2:9][CH2:7][C:6]1[CH:10]=[C:2]([Br:1])[CH:3]=[CH:4][C:5]=1[OH:11].